From a dataset of Rat liver microsome stability data. Regression/Classification. Given a drug SMILES string, predict its absorption, distribution, metabolism, or excretion properties. Task type varies by dataset: regression for continuous measurements (e.g., permeability, clearance, half-life) or binary classification for categorical outcomes (e.g., BBB penetration, CYP inhibition). Dataset: rlm. (1) The drug is Cc1nn(-c2ccccc2)c2nc(C3CC3)cc(C(=O)Nc3ccc(F)cc3)c12. The result is 0 (unstable in rat liver microsomes). (2) The compound is O=S(=O)(Nc1cccc2cccnc12)c1ccc(NCc2ccc(Br)cc2O)cc1. The result is 1 (stable in rat liver microsomes). (3) The compound is COc1cccc(NCC(F)Cn2c3ccc(Br)cc3c3cc(Br)ccc32)n1. The result is 0 (unstable in rat liver microsomes). (4) The molecule is CCn1nnc2c(N3CCOCC3)nc(-c3ccc(NC(=O)Nc4ccc(C(=O)NCCN5CCN(C)CC5)cc4)cc3)nc21. The result is 1 (stable in rat liver microsomes). (5) The molecule is C=C[C@@H]1C[C@]1(NC(=O)[C@@H]1C[C@@](OC)(c2ccc(-c3nccs3)cc2)CN1C(=O)[C@@H](NC(=O)OC1CCCC1)C(C)(C)C)C(=O)NS(=O)(=O)C1CC1. The result is 0 (unstable in rat liver microsomes).